From a dataset of TCR-epitope binding with 47,182 pairs between 192 epitopes and 23,139 TCRs. Binary Classification. Given a T-cell receptor sequence (or CDR3 region) and an epitope sequence, predict whether binding occurs between them. (1) The epitope is AVFDRKSDAK. The TCR CDR3 sequence is CASMVVLAGAYEQYF. Result: 0 (the TCR does not bind to the epitope). (2) The epitope is IPSINVHHY. The TCR CDR3 sequence is CAISQTQLWETQYF. Result: 0 (the TCR does not bind to the epitope).